The task is: Predict which catalyst facilitates the given reaction.. This data is from Catalyst prediction with 721,799 reactions and 888 catalyst types from USPTO. (1) Reactant: [N+:1]([C:4]1[CH:11]=[CH:10][C:7]([CH2:8]Br)=[CH:6][CH:5]=1)([O-:3])=[O:2].[CH2:12]([SH:28])[CH2:13][CH2:14][CH2:15][CH2:16][CH2:17][CH2:18][CH2:19][CH2:20][CH2:21][CH2:22][CH2:23][CH2:24][CH2:25][CH2:26][CH3:27].[O-]CC.[Na+].C(Br)C1C=CC=CC=1. Product: [CH2:12]([S:28][CH2:8][C:7]1[CH:10]=[CH:11][C:4]([N+:1]([O-:3])=[O:2])=[CH:5][CH:6]=1)[CH2:13][CH2:14][CH2:15][CH2:16][CH2:17][CH2:18][CH2:19][CH2:20][CH2:21][CH2:22][CH2:23][CH2:24][CH2:25][CH2:26][CH3:27]. The catalyst class is: 8. (2) Reactant: [F:1][C:2]([F:26])([F:25])[O:3][C:4]1[CH:9]=[CH:8][C:7]([CH:10]2[CH2:15][NH:14][CH2:13][CH:12]([NH:16][C:17](=[O:24])[C:18]3[CH:23]=[CH:22][CH:21]=[CH:20][CH:19]=3)[CH2:11]2)=[CH:6][CH:5]=1.Cl[C:28]([N:30]1[CH2:35][CH2:34][N:33]([C:36]([O:38][C:39]([CH3:42])([CH3:41])[CH3:40])=[O:37])[CH2:32][CH2:31]1)=[O:29].C(N(CC)CC)C.O. Product: [C:18]1([C:17]([NH:16][CH:12]2[CH2:11][CH:10]([C:7]3[CH:6]=[CH:5][C:4]([O:3][C:2]([F:1])([F:25])[F:26])=[CH:9][CH:8]=3)[CH2:15][N:14]([C:28]([N:30]3[CH2:31][CH2:32][N:33]([C:36]([O:38][C:39]([CH3:42])([CH3:41])[CH3:40])=[O:37])[CH2:34][CH2:35]3)=[O:29])[CH2:13]2)=[O:24])[CH:19]=[CH:20][CH:21]=[CH:22][CH:23]=1. The catalyst class is: 4. (3) The catalyst class is: 1. Reactant: [F-].C([N+](CCCC)(CCCC)CCCC)CCC.[CH3:19][O:20][C:21]1[N:26]=[C:25]([C:27]2[CH:34]=[CH:33][C:30]([CH:31]=[O:32])=[CH:29][CH:28]=2)[CH:24]=[CH:23][CH:22]=1.[F:35][C:36]([Si](C)(C)C)([F:38])[F:37].Cl. Product: [CH3:19][O:20][C:21]1[N:26]=[C:25]([C:27]2[CH:34]=[CH:33][C:30]([CH:31]([OH:32])[C:36]([F:38])([F:37])[F:35])=[CH:29][CH:28]=2)[CH:24]=[CH:23][CH:22]=1. (4) Reactant: [OH:1][C:2]1[CH:3]=[C:4]([CH:7]=[CH:8][CH:9]=1)[CH2:5][OH:6].C(=O)([O-])[O-].[K+].[K+].[CH:16]1[C:21]([C:22]#[N:23])=[CH:20][N:19]=[C:18](Cl)[CH:17]=1.O. Product: [OH:6][CH2:5][C:4]1[CH:3]=[C:2]([CH:9]=[CH:8][CH:7]=1)[O:1][C:18]1[CH:17]=[CH:16][C:21]([C:22]#[N:23])=[CH:20][N:19]=1. The catalyst class is: 44. (5) Reactant: [N-:1]=[N+:2]=[N-:3].[Na+].[CH3:5][C:6]([OH:24])([CH3:23])[CH2:7][NH:8][C:9]1[C:18]2[C:13](=[CH:14][CH:15]=[CH:16][CH:17]=2)[N:12]=[C:11](Cl)[C:10]=1[N+:20]([O-:22])=[O:21].CN(C)C=O.CC(C)=O. Product: [CH3:23][C:6]([OH:24])([CH3:5])[CH2:7][NH:8][C:9]1[C:18]2[C:17](=[CH:16][CH:15]=[CH:14][CH:13]=2)[N:1]2[N:2]=[N:3][N:12]=[C:11]2[C:10]=1[N+:20]([O-:22])=[O:21]. The catalyst class is: 6. (6) Reactant: [CH2:1]([S:4]([N:7]([C:14]1[CH:19]=[C:18]([F:20])[C:17]([F:21])=[C:16]([C:22]([C:24]2[CH:25]=[C:26]3[C:31](=[CH:32][CH:33]=2)[N:30]=[CH:29][C:28]([N:34]2[CH2:39][CH2:38][O:37][CH2:36][CH2:35]2)=[N:27]3)=[O:23])[C:15]=1[F:40])S(CCC)(=O)=O)(=[O:6])=[O:5])[CH2:2][CH3:3].[OH-].[Na+]. Product: [F:40][C:15]1[C:16]([C:22]([C:24]2[CH:25]=[C:26]3[C:31](=[CH:32][CH:33]=2)[N:30]=[CH:29][C:28]([N:34]2[CH2:39][CH2:38][O:37][CH2:36][CH2:35]2)=[N:27]3)=[O:23])=[C:17]([F:21])[C:18]([F:20])=[CH:19][C:14]=1[NH:7][S:4]([CH2:1][CH2:2][CH3:3])(=[O:5])=[O:6]. The catalyst class is: 5. (7) Reactant: [N:1]1[CH:6]=[CH:5][CH:4]=[C:3]([NH:7][C:8](=[O:15])OCC(Cl)(Cl)Cl)[N:2]=1.Cl.Cl.[F:18][C:19]1[CH:24]=[CH:23][CH:22]=[C:21]([F:25])[C:20]=1[C:26]1[CH:31]=[CH:30][N:29]=[C:28]([N:32]2[CH2:37][CH2:36][NH:35][CH2:34][CH2:33]2)[N:27]=1. Product: [F:18][C:19]1[CH:24]=[CH:23][CH:22]=[C:21]([F:25])[C:20]=1[C:26]1[CH:31]=[CH:30][N:29]=[C:28]([N:32]2[CH2:37][CH2:36][N:35]([C:8]([NH:7][C:3]3[N:2]=[N:1][CH:6]=[CH:5][CH:4]=3)=[O:15])[CH2:34][CH2:33]2)[N:27]=1. The catalyst class is: 188. (8) Reactant: [CH3:1][N:2]1[CH2:15][CH2:14][C:12]2=[C:13]3[C:8](=[CH:9][CH:10]=[CH:11]2)[C:7]2[CH2:16][CH2:17][CH2:18][C:6]=2[N:5]3[CH2:4][CH2:3]1.C([BH3-])#N.[Na+]. Product: [CH3:1][N:2]1[CH2:15][CH2:14][C:12]2=[C:13]3[C:8](=[CH:9][CH:10]=[CH:11]2)[CH:7]2[CH2:16][CH2:17][CH2:18][CH:6]2[N:5]3[CH2:4][CH2:3]1. The catalyst class is: 15. (9) Reactant: CC(C1C=C(C(C)C)C(C2C=CC=CC=2P(C2CCCCC2)C2CCCCC2)=C(C(C)C)C=1)C.[B:44]1([B:44]2[O:48][C:47]([CH3:50])([CH3:49])[C:46]([CH3:52])([CH3:51])[O:45]2)[O:48][C:47]([CH3:50])([CH3:49])[C:46]([CH3:52])([CH3:51])[O:45]1.Br[C:54]1[CH:59]=[CH:58][C:57]([C:60]([F:63])([F:62])[F:61])=[CH:56][C:55]=1[C:64]1[CH2:69][CH2:68][N:67]([C:70]([O:72][C:73]([CH3:76])([CH3:75])[CH3:74])=[O:71])[CH2:66][CH:65]=1.P([O-])([O-])([O-])=O.[K+].[K+].[K+]. Product: [CH3:50][C:47]1([CH3:49])[C:46]([CH3:51])([CH3:52])[O:45][B:44]([C:54]2[CH:59]=[CH:58][C:57]([C:60]([F:63])([F:61])[F:62])=[CH:56][C:55]=2[C:64]2[CH2:69][CH2:68][N:67]([C:70]([O:72][C:73]([CH3:76])([CH3:75])[CH3:74])=[O:71])[CH2:66][CH:65]=2)[O:48]1. The catalyst class is: 102. (10) Reactant: [Br:1][C:2]1[CH:7]=[CH:6][C:5]([F:8])=[CH:4][C:3]=1[OH:9].IC.[C:12](=O)([O-])[O-].[K+].[K+]. Product: [Br:1][C:2]1[CH:7]=[CH:6][C:5]([F:8])=[CH:4][C:3]=1[O:9][CH3:12]. The catalyst class is: 35.